From a dataset of Full USPTO retrosynthesis dataset with 1.9M reactions from patents (1976-2016). Predict the reactants needed to synthesize the given product. (1) Given the product [I-:46].[C:1]([C:3]1[CH:8]=[CH:7][C:6]([N:9]2[C:13]([C:14]3[C:15]([CH3:44])=[C:16]([C:34]4[CH:39]=[CH:38][CH:37]=[C:36]([C:40]([F:42])([F:43])[F:41])[CH:35]=4)[C:17]4[N:18]([N:20]=[C:21]([NH:23][C:24]([CH2:25][N:26]5[CH2:31][CH2:30][N+:29]([CH3:45])([CH3:32])[CH2:28][CH2:27]5)=[O:33])[N:22]=4)[CH:19]=3)=[CH:12][CH:11]=[N:10]2)=[CH:5][CH:4]=1)#[N:2], predict the reactants needed to synthesize it. The reactants are: [C:1]([C:3]1[CH:8]=[CH:7][C:6]([N:9]2[C:13]([C:14]3[C:15]([CH3:44])=[C:16]([C:34]4[CH:39]=[CH:38][CH:37]=[C:36]([C:40]([F:43])([F:42])[F:41])[CH:35]=4)[C:17]4[N:18]([N:20]=[C:21]([NH:23][C:24](=[O:33])[CH2:25][N:26]5[CH2:31][CH2:30][N:29]([CH3:32])[CH2:28][CH2:27]5)[N:22]=4)[CH:19]=3)=[CH:12][CH:11]=[N:10]2)=[CH:5][CH:4]=1)#[N:2].[CH3:45][I:46]. (2) Given the product [CH2:1]([C:8]1[C:13](=[O:14])[N:12]([C:15]2[CH:20]=[CH:19][CH:18]=[C:17]([NH:42][C:52]([O:55][CH2:56][CH3:57])=[O:54])[CH:16]=2)[C:11]2[N:24]=[CH:25][CH:26]=[CH:27][C:10]=2[N:9]=1)[C:2]1[CH:7]=[CH:6][CH:5]=[CH:4][CH:3]=1, predict the reactants needed to synthesize it. The reactants are: [CH2:1]([C:8]1[C:13](=[O:14])[N:12]([C:15]2[CH:20]=[CH:19][CH:18]=[C:17](C(O)=O)[CH:16]=2)[C:11]2[N:24]=[CH:25][CH:26]=[CH:27][C:10]=2[N:9]=1)[C:2]1[CH:7]=[CH:6][CH:5]=[CH:4][CH:3]=1.C1(P([N:42]=[N+]=[N-])(C2C=CC=CC=2)=O)C=CC=CC=1.C(N(CC)CC)C.[C:52]([O:55][CH2:56][CH3:57])(=[O:54])C. (3) The reactants are: [NH2:1][CH2:2][CH2:3][CH2:4][CH2:5][N:6]1[C:18]2[C:17]3[CH:16]=[CH:15][CH:14]=[CH:13][C:12]=3[N:11]=[C:10]([NH2:19])[C:9]=2[N:8]=[C:7]1[CH3:20].[C:21]1([S:27](Cl)(=[O:29])=[O:28])[CH:26]=[CH:25][CH:24]=[CH:23][CH:22]=1. Given the product [NH2:19][C:10]1[C:9]2[N:8]=[C:7]([CH3:20])[N:6]([CH2:5][CH2:4][CH2:3][CH2:2][NH:1][S:27]([C:21]3[CH:26]=[CH:25][CH:24]=[CH:23][CH:22]=3)(=[O:29])=[O:28])[C:18]=2[C:17]2[CH:16]=[CH:15][CH:14]=[CH:13][C:12]=2[N:11]=1, predict the reactants needed to synthesize it. (4) Given the product [CH3:1][O:2][C:3](=[O:24])[C:4]1[CH:5]=[CH:6][C:7]([CH2:10][N:11]([C:30]([O:29][C:25]([CH3:28])([CH3:27])[CH3:26])=[O:31])[C:12]2[CH:13]=[CH:14][C:15]([CH:18]3[CH2:23][CH2:22][CH2:21][CH2:20][CH2:19]3)=[CH:16][CH:17]=2)=[CH:8][CH:9]=1, predict the reactants needed to synthesize it. The reactants are: [CH3:1][O:2][C:3](=[O:24])[C:4]1[CH:9]=[CH:8][C:7]([CH2:10][NH:11][C:12]2[CH:17]=[CH:16][C:15]([CH:18]3[CH2:23][CH2:22][CH2:21][CH2:20][CH2:19]3)=[CH:14][CH:13]=2)=[CH:6][CH:5]=1.[C:25]([O:29][C:30](O[C:30]([O:29][C:25]([CH3:28])([CH3:27])[CH3:26])=[O:31])=[O:31])([CH3:28])([CH3:27])[CH3:26]. (5) The reactants are: [F:1][C:2]1[CH:28]=[CH:27][C:5]2[N:6]([C:19]3[CH:24]=[CH:23][CH:22]=[C:21](SC)[CH:20]=3)[C:7]([CH:9]([NH:11][C:12](=[O:18])[O:13][C:14]([CH3:17])([CH3:16])[CH3:15])[CH3:10])=[N:8][C:4]=2[CH:3]=1.O[O:30][S:31]([O-:33])=O.[K+].[CH2:35]1COCC1. Given the product [F:1][C:2]1[CH:28]=[CH:27][C:5]2[N:6]([C:19]3[CH:20]=[CH:21][CH:22]=[C:23]([S:31]([CH3:35])(=[O:33])=[O:30])[CH:24]=3)[C:7]([CH:9]([NH:11][C:12](=[O:18])[O:13][C:14]([CH3:17])([CH3:16])[CH3:15])[CH3:10])=[N:8][C:4]=2[CH:3]=1, predict the reactants needed to synthesize it.